From a dataset of Forward reaction prediction with 1.9M reactions from USPTO patents (1976-2016). Predict the product of the given reaction. (1) Given the reactants N(C(OCC)=O)=NC(OCC)=O.[CH2:13]([N:20]1[C:28]2[C:27](=[O:29])[N:26]([CH2:30][CH2:31][CH2:32][CH2:33][C@H:34]([OH:36])[CH3:35])[C:25](=[O:37])[N:24]([CH3:38])[C:23]=2[N:22]=[CH:21]1)[C:14]1[CH:19]=[CH:18][CH:17]=[CH:16][CH:15]=1.[N+:39]([C:42]1[CH:50]=[CH:49][C:45]([C:46](O)=[O:47])=[CH:44][CH:43]=1)([O-:41])=[O:40].C1(P(C2C=CC=CC=2)C2C=CC=CC=2)C=CC=CC=1, predict the reaction product. The product is: [CH2:13]([N:20]1[C:28]2[C:27](=[O:29])[N:26]([CH2:30][CH2:31][CH2:32][CH2:33][C@@H:34]([O:36][C:46](=[O:47])[C:45]3[CH:44]=[CH:43][C:42]([N+:39]([O-:41])=[O:40])=[CH:50][CH:49]=3)[CH3:35])[C:25](=[O:37])[N:24]([CH3:38])[C:23]=2[N:22]=[CH:21]1)[C:14]1[CH:19]=[CH:18][CH:17]=[CH:16][CH:15]=1. (2) Given the reactants [C:1]1([CH:7]([CH3:11])[C:8]([OH:10])=O)[CH:6]=[CH:5][CH:4]=[CH:3][CH:2]=1.[NH2:12][C:13]1[CH:14]=[CH:15][C:16]2[O:20][C:19]([C:21]3[CH:26]=[CH:25][N:24]=[CH:23][CH:22]=3)=[N:18][C:17]=2[CH:27]=1, predict the reaction product. The product is: [C:1]1([CH:7]([CH3:11])[C:8]([NH:12][C:13]2[CH:14]=[CH:15][C:16]3[O:20][C:19]([C:21]4[CH:22]=[CH:23][N:24]=[CH:25][CH:26]=4)=[N:18][C:17]=3[CH:27]=2)=[O:10])[CH:2]=[CH:3][CH:4]=[CH:5][CH:6]=1. (3) Given the reactants [H-].[Na+].[F:3][C:4]1[CH:9]=[C:8]([C:10]([OH:13])([CH3:12])[CH3:11])[CH:7]=[CH:6][C:5]=1[C:14]1[S:18][C:17]([NH:19][C:20]2[CH:25]=[CH:24][CH:23]=[C:22]([CH2:26][OH:27])[N:21]=2)=[C:16]([C:28]([NH2:30])=[O:29])[CH:15]=1.Cl[CH2:32][C:33]1[O:34][C:35]([CH3:38])=[N:36][N:37]=1, predict the reaction product. The product is: [F:3][C:4]1[CH:9]=[C:8]([C:10]([OH:13])([CH3:11])[CH3:12])[CH:7]=[CH:6][C:5]=1[C:14]1[S:18][C:17]([NH:19][C:20]2[CH:25]=[CH:24][CH:23]=[C:22]([CH2:26][O:27][CH2:32][C:33]3[O:34][C:35]([CH3:38])=[N:36][N:37]=3)[N:21]=2)=[C:16]([C:28]([NH2:30])=[O:29])[CH:15]=1. (4) Given the reactants FC(F)(F)C(O)=O.[O:8]1[C:12]2[CH:13]=[CH:14][CH:15]=[CH:16][C:11]=2[CH:10]=[C:9]1[C:17]([NH:19][C:20]1[S:21][CH:22]=[C:23]([C:32]2[N:36]([CH:37]([F:39])[F:38])[C:35]3[CH:40]=[CH:41][CH:42]=[CH:43][C:34]=3[N:33]=2)[C:24]=1[C:25]([O:27]C(C)(C)C)=[O:26])=[O:18], predict the reaction product. The product is: [O:8]1[C:12]2[CH:13]=[CH:14][CH:15]=[CH:16][C:11]=2[CH:10]=[C:9]1[C:17]([NH:19][C:20]1[S:21][CH:22]=[C:23]([C:32]2[N:36]([CH:37]([F:38])[F:39])[C:35]3[CH:40]=[CH:41][CH:42]=[CH:43][C:34]=3[N:33]=2)[C:24]=1[C:25]([OH:27])=[O:26])=[O:18]. (5) Given the reactants [F:1][C:2]1[CH:3]=[C:4]([C@:13]2([NH:23][C:24](=[O:35])[C:25]3[CH:30]=[CH:29][C:28]([C:31](=[NH:34])[NH:32][OH:33])=[CH:27][N:26]=3)[C:18]3=[N:19][CH:20]=[CH:21][CH:22]=[C:17]3[O:16][CH2:15][CH2:14]2)[CH:5]=[CH:6][C:7]=1[O:8][C:9]([F:12])([F:11])[F:10].O1CCOC[CH2:37]1.C(OC(OCC)OCC)C.B(F)(F)F, predict the reaction product. The product is: [F:1][C:2]1[CH:3]=[C:4]([C@:13]2([NH:23][C:24](=[O:35])[C:25]3[CH:30]=[CH:29][C:28]([C:31]4[N:34]=[CH:37][O:33][N:32]=4)=[CH:27][N:26]=3)[C:18]3=[N:19][CH:20]=[CH:21][CH:22]=[C:17]3[O:16][CH2:15][CH2:14]2)[CH:5]=[CH:6][C:7]=1[O:8][C:9]([F:12])([F:10])[F:11]. (6) Given the reactants Br[C:2]1[CH:3]=[N:4][N:5]2[C:10]([C:11]3[CH:12]=[C:13]([NH:17][C:18](=[O:23])[CH2:19][CH:20]([CH3:22])[CH3:21])[CH:14]=[CH:15][CH:16]=3)=[CH:9][CH:8]=[N:7][C:6]=12.[CH3:24][O:25][C:26]1[CH:27]=[C:28](B(O)O)[CH:29]=[CH:30][CH:31]=1, predict the reaction product. The product is: [CH3:24][O:25][C:26]1[CH:31]=[C:30]([C:2]2[CH:3]=[N:4][N:5]3[C:10]([C:11]4[CH:12]=[C:13]([NH:17][C:18](=[O:23])[CH2:19][CH:20]([CH3:22])[CH3:21])[CH:14]=[CH:15][CH:16]=4)=[CH:9][CH:8]=[N:7][C:6]=23)[CH:29]=[CH:28][CH:27]=1.